From a dataset of HIV replication inhibition screening data with 41,000+ compounds from the AIDS Antiviral Screen. Binary Classification. Given a drug SMILES string, predict its activity (active/inactive) in a high-throughput screening assay against a specified biological target. (1) The drug is c1ccc2c(c1)NC1=C(CSCC1)c1nncn1-2. The result is 0 (inactive). (2) The drug is Cc1nc(N)nc(N)c1N1CCN(Cc2ccccc2)CC1. The result is 0 (inactive).